Dataset: Forward reaction prediction with 1.9M reactions from USPTO patents (1976-2016). Task: Predict the product of the given reaction. Given the reactants [CH2:1]([N:3]1[CH:7]=[C:6]([C:8]2[CH:13]=[CH:12][N:11]=[C:10]3[N:14](S(C4C=CC=CC=4)(=O)=O)[C:15]([C:17]4[CH:18]=[C:19]([CH2:23][OH:24])[CH:20]=[CH:21][CH:22]=4)=[CH:16][C:9]=23)[C:5]([C:34]2[CH:39]=[CH:38][C:37]([N+:40]([O-])=O)=[CH:36][CH:35]=2)=[N:4]1)[CH3:2].NC1C=CC=CC=1.NO.[OH-].[Na+], predict the reaction product. The product is: [NH2:40][C:37]1[CH:36]=[CH:35][C:34]([C:5]2[C:6]([C:8]3[CH:13]=[CH:12][N:11]=[C:10]4[NH:14][C:15]([C:17]5[CH:18]=[C:19]([CH2:23][OH:24])[CH:20]=[CH:21][CH:22]=5)=[CH:16][C:9]=34)=[CH:7][N:3]([CH2:1][CH3:2])[N:4]=2)=[CH:39][CH:38]=1.